Task: Predict which catalyst facilitates the given reaction.. Dataset: Catalyst prediction with 721,799 reactions and 888 catalyst types from USPTO Product: [Cl:37][C:34]1[CH:35]=[CH:36][C:31]([C@H:18]([C:17](=[O:38])[N:14]2[CH2:15][CH2:16][N:11]([C:3]3[C:2]([C:39]4[CH:44]=[CH:43][CH:42]=[CH:41][CH:40]=4)=[CH:7][N:6]=[C:5]4[NH:8][CH:9]=[CH:10][C:4]=34)[CH2:12][CH2:13]2)[CH2:19][N:20]([CH:28]([CH3:30])[CH3:29])[C:21](=[O:27])[O:22][C:23]([CH3:26])([CH3:24])[CH3:25])=[CH:32][CH:33]=1. Reactant: Br[C:2]1[C:3]([N:11]2[CH2:16][CH2:15][N:14]([C:17](=[O:38])[C@@H:18]([C:31]3[CH:36]=[CH:35][C:34]([Cl:37])=[CH:33][CH:32]=3)[CH2:19][N:20]([CH:28]([CH3:30])[CH3:29])[C:21](=[O:27])[O:22][C:23]([CH3:26])([CH3:25])[CH3:24])[CH2:13][CH2:12]2)=[C:4]2[CH:10]=[CH:9][NH:8][C:5]2=[N:6][CH:7]=1.[C:39]1(B(O)O)[CH:44]=[CH:43][CH:42]=[CH:41][CH:40]=1.C([O-])([O-])=O.[K+].[K+]. The catalyst class is: 73.